Dataset: Catalyst prediction with 721,799 reactions and 888 catalyst types from USPTO. Task: Predict which catalyst facilitates the given reaction. (1) Reactant: Cl[C:2]1[N:3]=[C:4]([NH:18][CH2:19][CH2:20][CH3:21])[C:5]2[N:6]=[C:7]([NH:16][CH3:17])[N:8]=[C:9]([NH:12][CH2:13][CH2:14][CH3:15])[C:10]=2[N:11]=1.[Cl:22][C:23]1[CH:24]=[C:25]([CH:28]=[CH:29][C:30]=1[Cl:31])[CH2:26][NH2:27].Cl.ClC1C(C)=C(C=CC=1)CNC1N=C(NCCC)C2N=C(NC)N=C(NCCC)C=2N=1. Product: [Cl:22][C:23]1[CH:24]=[C:25]([CH:28]=[CH:29][C:30]=1[Cl:31])[CH2:26][NH:27][C:2]1[N:3]=[C:4]([NH:18][CH2:19][CH2:20][CH3:21])[C:5]2[N:6]=[C:7]([NH:16][CH3:17])[N:8]=[C:9]([NH:12][CH2:13][CH2:14][CH3:15])[C:10]=2[N:11]=1. The catalyst class is: 16. (2) Reactant: [Cl:1][C:2]1[N:3]=[C:4]([CH2:18][OH:19])[NH:5][C:6]=1[C:7]1[C:8]([CH3:17])=[CH:9][C:10]([CH3:16])=[C:11]([CH:15]=1)[C:12]([OH:14])=O.Cl.[F:21][C:22]1([C:26]2[CH:33]=[CH:32][C:29]([C:30]#[N:31])=[CH:28][CH:27]=2)[CH2:25][NH:24][CH2:23]1.CCN=C=NCCCN(C)C.Cl. Product: [Cl:1][C:2]1[N:3]=[C:4]([CH2:18][OH:19])[NH:5][C:6]=1[C:7]1[C:8]([CH3:17])=[CH:9][C:10]([CH3:16])=[C:11]([CH:15]=1)[C:12]([N:24]1[CH2:23][C:22]([C:26]2[CH:27]=[CH:28][C:29]([C:30]#[N:31])=[CH:32][CH:33]=2)([F:21])[CH2:25]1)=[O:14]. The catalyst class is: 546.